This data is from Merck oncology drug combination screen with 23,052 pairs across 39 cell lines. The task is: Regression. Given two drug SMILES strings and cell line genomic features, predict the synergy score measuring deviation from expected non-interaction effect. (1) Drug 1: CC1(c2nc3c(C(N)=O)cccc3[nH]2)CCCN1. Drug 2: Cn1c(=O)n(-c2ccc(C(C)(C)C#N)cc2)c2c3cc(-c4cnc5ccccc5c4)ccc3ncc21. Cell line: NCIH2122. Synergy scores: synergy=19.4. (2) Drug 1: O=C(CCCCCCC(=O)Nc1ccccc1)NO. Drug 2: CCc1cnn2c(NCc3ccc[n+]([O-])c3)cc(N3CCCCC3CCO)nc12. Cell line: EFM192B. Synergy scores: synergy=-21.5. (3) Synergy scores: synergy=2.56. Cell line: SW620. Drug 2: Cn1nnc2c(C(N)=O)ncn2c1=O. Drug 1: O=P1(N(CCCl)CCCl)NCCCO1. (4) Drug 2: CN(Cc1cnc2nc(N)nc(N)c2n1)c1ccc(C(=O)NC(CCC(=O)O)C(=O)O)cc1. Synergy scores: synergy=3.60. Drug 1: O=S1(=O)NC2(CN1CC(F)(F)F)C1CCC2Cc2cc(C=CCN3CCC(C(F)(F)F)CC3)ccc2C1. Cell line: MDAMB436. (5) Drug 1: C=CCn1c(=O)c2cnc(Nc3ccc(N4CCN(C)CC4)cc3)nc2n1-c1cccc(C(C)(C)O)n1. Drug 2: O=C(NOCC(O)CO)c1ccc(F)c(F)c1Nc1ccc(I)cc1F. Cell line: A427. Synergy scores: synergy=21.9. (6) Synergy scores: synergy=13.2. Cell line: A375. Drug 2: CCc1cnn2c(NCc3ccc[n+]([O-])c3)cc(N3CCCCC3CCO)nc12. Drug 1: NC1(c2ccc(-c3nc4ccn5c(=O)[nH]nc5c4cc3-c3ccccc3)cc2)CCC1.